From a dataset of Peptide-MHC class II binding affinity with 134,281 pairs from IEDB. Regression. Given a peptide amino acid sequence and an MHC pseudo amino acid sequence, predict their binding affinity value. This is MHC class II binding data. (1) The peptide sequence is VRKVCYNAVLTHVKIHHHHHH. The MHC is DRB1_0301 with pseudo-sequence DRB1_0301. The binding affinity (normalized) is 0.686. (2) The peptide sequence is NRNNTFKPFAEYKSD. The MHC is HLA-DQA10501-DQB10301 with pseudo-sequence HLA-DQA10501-DQB10301. The binding affinity (normalized) is 0.111. (3) The peptide sequence is WSIHGKGEWMTTEDM. The MHC is HLA-DQA10303-DQB10402 with pseudo-sequence HLA-DQA10303-DQB10402. The binding affinity (normalized) is 0. (4) The peptide sequence is EVLFRLENHAETLRA. The MHC is HLA-DPA10201-DPB10501 with pseudo-sequence HLA-DPA10201-DPB10501. The binding affinity (normalized) is 0.150. (5) The MHC is HLA-DPA10201-DPB10101 with pseudo-sequence HLA-DPA10201-DPB10101. The binding affinity (normalized) is 0.353. The peptide sequence is EVDMTPADALDDFDL.